The task is: Predict the reaction yield, written as a fraction of the theoretical maximum amount of product (1.0 means a 100% yield; for example, 0.34 means a 34% yield).. This data is from Reaction yield outcomes from USPTO patents with 853,638 reactions. (1) The reactants are [CH3:1][C:2]([S:25]([CH3:28])(=[O:27])=[O:26])([CH2:8][CH2:9][C:10]1[CH:15]=[CH:14][C:13]([B:16]2[O:20][C:19]([CH3:22])([CH3:21])[C:18]([CH3:24])([CH3:23])[O:17]2)=[CH:12][CH:11]=1)[C:3]([O:5]CC)=[O:4].[OH-].[Li+].BrC1C=CC(CCC(C)(S(C)(=O)=O)C(O)=O)=CC=1. No catalyst specified. The product is [CH3:1][C:2]([S:25]([CH3:28])(=[O:26])=[O:27])([CH2:8][CH2:9][C:10]1[CH:11]=[CH:12][C:13]([B:16]2[O:20][C:19]([CH3:21])([CH3:22])[C:18]([CH3:23])([CH3:24])[O:17]2)=[CH:14][CH:15]=1)[C:3]([OH:5])=[O:4]. The yield is 1.00. (2) The reactants are [NH2:1][C:2]1[C:3]([CH3:29])=[C:4]([C:8]2[C:20]3[C:19]4[C:14](=[CH:15][C:16]([O:21][CH2:22][CH2:23][O:24][CH3:25])=[CH:17][CH:18]=4)[NH:13][C:12]=3[C:11]([C:26]([NH2:28])=[O:27])=[N:10][CH:9]=2)[CH:5]=[CH:6][CH:7]=1.Cl[C:31]1[C:40]2[C:35](=[CH:36][CH:37]=[CH:38][CH:39]=2)[N:34]=[CH:33][N:32]=1. The catalyst is CC(O)C.C(OCC)(=O)C. The product is [CH3:25][O:24][CH2:23][CH2:22][O:21][C:16]1[CH:15]=[C:14]2[C:19]([C:20]3[C:8]([C:4]4[CH:5]=[CH:6][CH:7]=[C:2]([NH:1][C:31]5[C:40]6[C:35](=[CH:36][CH:37]=[CH:38][CH:39]=6)[N:34]=[CH:33][N:32]=5)[C:3]=4[CH3:29])=[CH:9][N:10]=[C:11]([C:26]([NH2:28])=[O:27])[C:12]=3[NH:13]2)=[CH:18][CH:17]=1. The yield is 0.255. (3) The reactants are C[O:2][C:3]1[CH:4]=[C:5]([CH2:9][C:10]#[N:11])[CH:6]=[CH:7][CH:8]=1.B(Br)(Br)Br.O. The catalyst is C(Cl)Cl. The product is [OH:2][C:3]1[CH:4]=[C:5]([CH2:9][C:10]#[N:11])[CH:6]=[CH:7][CH:8]=1. The yield is 0.550. (4) The reactants are C1CCN2C(=NCCC2)CC1.[O:12]1[C:16]2([CH2:21][CH2:20][C:19](=O)[CH2:18][CH2:17]2)[O:15][CH2:14][CH2:13]1.[CH3:23][O:24][C:25](=[O:44])[CH:26](P(OC)(OC)=O)[NH:27][C:28]([O:30][CH2:31][C:32]1[CH:37]=[CH:36][CH:35]=[CH:34][CH:33]=1)=[O:29]. The catalyst is C(Cl)Cl. The product is [O:12]1[C:16]2([CH2:21][CH2:20][C:19](=[C:26]([NH:27][C:28]([O:30][CH2:31][C:32]3[CH:33]=[CH:34][CH:35]=[CH:36][CH:37]=3)=[O:29])[C:25]([O:24][CH3:23])=[O:44])[CH2:18][CH2:17]2)[O:15][CH2:14][CH2:13]1. The yield is 0.730. (5) The reactants are [CH:1]12[CH2:10][CH:5]3[CH2:6][CH:7]([CH2:9][CH:3]([CH2:4]3)[CH:2]1[CH2:11][CH2:12][O:13][C:14]1[CH:19]=[CH:18][C:17]([CH2:20][CH2:21][NH:22][CH2:23][C@@H:24]([C:26]3[CH:35]=[CH:34][C:33]([O:36]CC4C=CC=CC=4)=[C:32]4[C:27]=3[CH:28]=[CH:29][C:30](=[O:44])[NH:31]4)[OH:25])=[CH:16][CH:15]=1)[CH2:8]2. The catalyst is [Pd]. The product is [CH:1]12[CH2:8][CH:7]3[CH2:6][CH:5]([CH2:4][CH:3]([CH2:9]3)[CH:2]1[CH2:11][CH2:12][O:13][C:14]1[CH:15]=[CH:16][C:17]([CH2:20][CH2:21][NH:22][CH2:23][C@@H:24]([C:26]3[CH:35]=[CH:34][C:33]([OH:36])=[C:32]4[C:27]=3[CH:28]=[CH:29][C:30](=[O:44])[NH:31]4)[OH:25])=[CH:18][CH:19]=1)[CH2:10]2. The yield is 0.520. (6) The reactants are [C:1]([N+:5]#[C-:6])([CH3:4])([CH3:3])[CH3:2].[Cl:7][C:8]1[CH:13]=[CH:12][C:11]([CH:14]2[CH2:19][CH2:18][CH:17]([C:20](=O)[CH2:21][CH2:22][CH:23]=[CH2:24])[CH2:16][CH2:15]2)=[CH:10][CH:9]=1.[C:26]([O-:29])(=O)[CH3:27].[NH4+:30].[OH2:31]. The catalyst is FC(F)(F)CO. The product is [C:26]([NH:30][C:20]([CH:17]1[CH2:18][CH2:19][CH:14]([C:11]2[CH:12]=[CH:13][C:8]([Cl:7])=[CH:9][CH:10]=2)[CH2:15][CH2:16]1)([CH2:21][CH2:22][CH:23]=[CH2:24])[C:6]([NH:5][C:1]([CH3:4])([CH3:3])[CH3:2])=[O:31])(=[O:29])[CH3:27]. The yield is 0.770. (7) The reactants are [NH2:1][C@H:2]([C:6]1[CH:11]=[CH:10][C:9]([Cl:12])=[CH:8][CH:7]=1)[CH2:3][CH2:4][OH:5].[C:13]([O:17][C:18]([NH:20][C:21]1([C:39](O)=[O:40])[CH2:26][CH2:25][N:24]([C:27]2[C:28]3[C:35]([CH:36]4[CH2:38][CH2:37]4)=[CH:34][NH:33][C:29]=3[N:30]=[CH:31][N:32]=2)[CH2:23][CH2:22]1)=[O:19])([CH3:16])([CH3:15])[CH3:14].CCN(C(C)C)C(C)C.F[P-](F)(F)(F)(F)F.N1(OC(N(C)C)=[N+](C)C)C2N=CC=CC=2N=N1. The catalyst is CC(N(C)C)=O. The product is [Cl:12][C:9]1[CH:8]=[CH:7][C:6]([C@@H:2]([NH:1][C:39]([C:21]2([NH:20][C:18](=[O:19])[O:17][C:13]([CH3:15])([CH3:14])[CH3:16])[CH2:22][CH2:23][N:24]([C:27]3[C:28]4[C:35]([CH:36]5[CH2:37][CH2:38]5)=[CH:34][NH:33][C:29]=4[N:30]=[CH:31][N:32]=3)[CH2:25][CH2:26]2)=[O:40])[CH2:3][CH2:4][OH:5])=[CH:11][CH:10]=1. The yield is 0.790. (8) The product is [CH2:13]([N:18]1[CH2:2][C:3]2([CH2:8][CH2:7][CH2:6][CH:5]([C:9]([O:11][CH3:12])=[O:10])[CH2:4]2)[O:1][C:24]1=[O:25])[C:14]([CH3:17])([CH3:16])[CH3:15]. The reactants are [O:1]1[C:3]2([CH2:8][CH2:7][CH2:6][CH:5]([C:9]([O:11][CH3:12])=[O:10])[CH2:4]2)[CH2:2]1.[CH2:13]([NH2:18])[C:14]([CH3:17])([CH3:16])[CH3:15].C1N=CN([C:24](N2C=NC=C2)=[O:25])C=1. The catalyst is CO. The yield is 0.697.